Task: Regression. Given a peptide amino acid sequence and an MHC pseudo amino acid sequence, predict their binding affinity value. This is MHC class II binding data.. Dataset: Peptide-MHC class II binding affinity with 134,281 pairs from IEDB (1) The peptide sequence is AAYKLAYKTAEGATP. The MHC is HLA-DPA10103-DPB10201 with pseudo-sequence HLA-DPA10103-DPB10201. The binding affinity (normalized) is 0.254. (2) The peptide sequence is RGLLRRARGGPHHRR. The MHC is DRB1_0901 with pseudo-sequence DRB1_0901. The binding affinity (normalized) is 0.479.